This data is from Forward reaction prediction with 1.9M reactions from USPTO patents (1976-2016). The task is: Predict the product of the given reaction. (1) Given the reactants [CH2:1]([N:8]1[CH2:13][CH2:12][N:11]2[N:14]=[C:15]([CH2:17][OH:18])[CH:16]=[C:10]2[C:9]1=[O:19])[C:2]1[CH:7]=[CH:6][CH:5]=[CH:4][CH:3]=1.Cl[C:21]1[CH:26]=[CH:25][CH:24]=[CH:23][N:22]=1.C(=O)([O-])[O-].[Cs+].[Cs+].C(P(C(C)(C)C)C1C=CC=CC=1C1C=CC=CC=1)(C)(C)C, predict the reaction product. The product is: [CH2:1]([N:8]1[CH2:13][CH2:12][N:11]2[N:14]=[C:15]([CH2:17][O:18][C:21]3[CH:26]=[CH:25][CH:24]=[CH:23][N:22]=3)[CH:16]=[C:10]2[C:9]1=[O:19])[C:2]1[CH:3]=[CH:4][CH:5]=[CH:6][CH:7]=1. (2) Given the reactants C1(C[NH:8][C:9]2[C:14]3[CH2:15][O:16][CH2:17][C:18]4[CH:23]=[C:22]([O:24][CH3:25])[C:21]([O:26][CH3:27])=[C:20]([O:28][CH3:29])[C:19]=4[C:13]=3[CH:12]=[CH:11][C:10]=2[O:30][CH3:31])C=CC=CC=1, predict the reaction product. The product is: [CH3:31][O:30][C:10]1[CH:11]=[CH:12][C:13]2[C:19]3[C:20]([O:28][CH3:29])=[C:21]([O:26][CH3:27])[C:22]([O:24][CH3:25])=[CH:23][C:18]=3[CH2:17][O:16][CH2:15][C:14]=2[C:9]=1[NH2:8]. (3) Given the reactants [F:1][C:2]1[CH:10]=[CH:9][C:5]([C:6]([OH:8])=[O:7])=[CH:4][C:3]=1[OH:11].[F:12][C:13]1[C:20]([F:21])=[CH:19][CH:18]=[C:17]([O:22][CH3:23])[C:14]=1[CH2:15]Br.C(=O)([O-])[O-].[K+].[K+].O, predict the reaction product. The product is: [F:1][C:2]1[CH:10]=[CH:9][C:5]([C:6]([OH:8])=[O:7])=[CH:4][C:3]=1[O:11][CH2:15][C:14]1[C:17]([O:22][CH3:23])=[CH:18][CH:19]=[C:20]([F:21])[C:13]=1[F:12]. (4) Given the reactants [OH:1][CH:2]([CH2:5][C@H:6]1[CH2:17][CH2:16][C:15]2[S:14][C:13]3[N:12]=[CH:11][N:10]=[C:9]([O:18][CH:19]4[CH2:24][CH2:23][CH:22]([N:25]5[CH2:30][CH2:29][O:28][CH2:27][CH2:26]5)[CH2:21][CH2:20]4)[C:8]=3[C:7]1=2)[C:3]#[N:4].[CH3:31][C:32]([Si:35](Cl)([CH3:37])[CH3:36])([CH3:34])[CH3:33].N1C=CN=C1, predict the reaction product. The product is: [Si:35]([O:1][CH:2]([CH2:5][C@H:6]1[CH2:17][CH2:16][C:15]2[S:14][C:13]3[N:12]=[CH:11][N:10]=[C:9]([O:18][CH:19]4[CH2:20][CH2:21][CH:22]([N:25]5[CH2:30][CH2:29][O:28][CH2:27][CH2:26]5)[CH2:23][CH2:24]4)[C:8]=3[C:7]1=2)[C:3]#[N:4])([C:32]([CH3:34])([CH3:33])[CH3:31])([CH3:37])[CH3:36]. (5) Given the reactants [CH2:1]([N:5]([CH2:14][CH2:15][CH2:16][CH3:17])[C:6]([C:8]1[CH:12]=[C:11]([CH3:13])[NH:10][N:9]=1)=[O:7])[CH2:2][CH2:3][CH3:4].I[C:19]1[CH:27]=[C:26]([O:28][CH3:29])[CH:25]=[CH:24][C:20]=1[C:21]([OH:23])=[O:22].C(=O)([O-])[O-].[Cs+].[Cs+].CO.C(Cl)Cl, predict the reaction product. The product is: [CH2:1]([N:5]([CH2:14][CH2:15][CH2:16][CH3:17])[C:6]([C:8]1[CH:12]=[C:11]([CH3:13])[N:10]([C:19]2[CH:27]=[C:26]([O:28][CH3:29])[CH:25]=[CH:24][C:20]=2[C:21]([OH:23])=[O:22])[N:9]=1)=[O:7])[CH2:2][CH2:3][CH3:4].